From a dataset of Reaction yield outcomes from USPTO patents with 853,638 reactions. Predict the reaction yield, written as a fraction of the theoretical maximum amount of product (1.0 means a 100% yield; for example, 0.34 means a 34% yield). (1) The reactants are [C:1]([O:6][CH3:7])(=[O:5])/[CH:2]=[CH:3]/[CH3:4].[O:8]=[N+:9]([O-:12])[O-:10].[O-:12][N+:9](=[O:8])[O-:10].[O-:10][N+:9](=[O:8])[O-:12].[O-:10][N+:9](=[O:8])[O-:12].[O-:10][N+:9](=[O:8])[O-:12].[O-:10][N+:9](=[O:8])[O-:12].[Ce+4].[NH4+].[NH4+].N([O-])=O.[Na+].O. The catalyst is CC#N. The product is [OH:12][CH:2]([CH:3]([N+:9]([O-:10])=[O:8])[CH3:4])[C:1]([O:6][CH3:7])=[O:5]. The yield is 0.420. (2) The reactants are [C:1]([O:5][C:6]([N:8]1[CH2:13][CH2:12][CH:11]([C:14]([NH:16][C:17]2[CH:32]=[CH:31][C:30](I)=[CH:29][C:18]=2[C:19]([NH:21][C:22]2[CH:27]=[CH:26][C:25]([Cl:28])=[CH:24][N:23]=2)=[O:20])=[O:15])[CH2:10][CH2:9]1)=[O:7])([CH3:4])([CH3:3])[CH3:2].[C:34](#[N:37])[CH:35]=[CH2:36]. No catalyst specified. The product is [C:1]([O:5][C:6]([N:8]1[CH2:13][CH2:12][CH:11]([C:14]([NH:16][C:17]2[CH:32]=[CH:31][C:30](/[CH:36]=[CH:35]\[C:34]#[N:37])=[CH:29][C:18]=2[C:19]([NH:21][C:22]2[CH:27]=[CH:26][C:25]([Cl:28])=[CH:24][N:23]=2)=[O:20])=[O:15])[CH2:10][CH2:9]1)=[O:7])([CH3:4])([CH3:3])[CH3:2]. The yield is 0.190. (3) The reactants are [CH2:1]([C:5]1[CH:6]=[CH:7][C:8]2[CH2:14][CH2:13][CH2:12][O:11][CH2:10][C:9]=2[CH:15]=1)[CH:2]([CH3:4])[CH3:3]. The catalyst is [Pd]. The product is [CH2:1]([C:5]1[CH:6]=[CH:7][C:8]([CH2:14][CH2:13][CH2:12][OH:11])=[C:9]([CH3:10])[CH:15]=1)[CH:2]([CH3:4])[CH3:3]. The yield is 0.899. (4) The reactants are Cl[CH2:2][C:3]1[CH:28]=[CH:27][C:6]([C:7]([NH:9][C:10]2[S:11][C:12]3[C:18]([N:19]4[CH2:24][CH2:23][O:22][CH2:21][CH2:20]4)=[CH:17][CH:16]=[C:15]([O:25][CH3:26])[C:13]=3[N:14]=2)=[O:8])=[CH:5][CH:4]=1.[CH3:29][O:30][CH2:31][CH2:32][NH:33][CH3:34]. No catalyst specified. The product is [CH3:29][O:30][CH2:31][CH2:32][N:33]([CH2:2][C:3]1[CH:28]=[CH:27][C:6]([C:7]([NH:9][C:10]2[S:11][C:12]3[C:18]([N:19]4[CH2:24][CH2:23][O:22][CH2:21][CH2:20]4)=[CH:17][CH:16]=[C:15]([O:25][CH3:26])[C:13]=3[N:14]=2)=[O:8])=[CH:5][CH:4]=1)[CH3:34]. The yield is 0.550.